Task: Predict the reactants needed to synthesize the given product.. Dataset: Full USPTO retrosynthesis dataset with 1.9M reactions from patents (1976-2016) (1) Given the product [O:19]=[C:6]1[CH:7]=[CH:8][C:9]2[C:14](=[CH:13][C:12]([C:15]([F:18])([F:16])[F:17])=[CH:11][N:10]=2)[N:5]1[CH2:4][CH:3]=[O:2], predict the reactants needed to synthesize it. The reactants are: C[O:2][CH:3](OC)[CH2:4][N:5]1[C:14]2[C:9](=[N:10][CH:11]=[C:12]([C:15]([F:18])([F:17])[F:16])[CH:13]=2)[CH:8]=[CH:7][C:6]1=[O:19].C(Cl)(Cl)Cl. (2) The reactants are: [NH2:1][C:2](=[N:32][OH:33])[C:3]1[CH:4]=[C:5]2[C:10](=[CH:11][CH:12]=1)[C:9](=[O:13])[N:8]([CH2:14][CH:15]([CH3:17])[CH3:16])[C:7]([CH2:18][NH:19][C:20](=[O:26])[O:21][C:22]([CH3:25])([CH3:24])[CH3:23])=[C:6]2[O:27][CH2:28][CH2:29][CH2:30][CH3:31].[C:34](OC(=O)C)(=O)[CH3:35].C(O)(=O)C.O. Given the product [CH2:28]([O:27][C:6]1[C:5]2[C:10](=[CH:11][CH:12]=[C:3]([C:2]3[N:1]=[C:34]([CH3:35])[O:33][N:32]=3)[CH:4]=2)[C:9](=[O:13])[N:8]([CH2:14][CH:15]([CH3:16])[CH3:17])[C:7]=1[CH2:18][NH:19][C:20](=[O:26])[O:21][C:22]([CH3:23])([CH3:24])[CH3:25])[CH2:29][CH2:30][CH3:31], predict the reactants needed to synthesize it. (3) Given the product [CH3:1][N:2]([CH3:3])[CH2:4][CH2:5][O:6][C:10]1[N:17]=[C:16]([C:18]2[CH:23]=[CH:22][C:21]([CH2:24][N:25]3[CH2:26][CH2:27][CH:28]([N:31]4[C:35]5[CH:36]=[CH:37][CH:38]=[CH:39][C:34]=5[NH:33][C:32]4=[O:40])[CH2:29][CH2:30]3)=[CH:20][CH:19]=2)[C:15]([C:41]2[CH:42]=[CH:43][CH:44]=[CH:45][CH:46]=2)=[CH:14][C:11]=1[C:12]#[N:13], predict the reactants needed to synthesize it. The reactants are: [CH3:1][N:2]([CH2:4][CH2:5][OH:6])[CH3:3].[H-].[Na+].Cl[C:10]1[N:17]=[C:16]([C:18]2[CH:23]=[CH:22][C:21]([CH2:24][N:25]3[CH2:30][CH2:29][CH:28]([N:31]4[C:35]5[CH:36]=[CH:37][CH:38]=[CH:39][C:34]=5[NH:33][C:32]4=[O:40])[CH2:27][CH2:26]3)=[CH:20][CH:19]=2)[C:15]([C:41]2[CH:46]=[CH:45][CH:44]=[CH:43][CH:42]=2)=[CH:14][C:11]=1[C:12]#[N:13]. (4) Given the product [Cl:23][C:5]1[C:6]([NH:8][CH:9]2[CH2:14][CH2:13][N:12]([C:15]3[CH:22]=[CH:21][C:18]([C:19]#[N:20])=[CH:17][N:16]=3)[CH2:11][CH2:10]2)=[N:7][C:2]([NH:31][C:29]2[C:28]([CH3:32])=[N:27][N:26]([CH3:25])[CH:30]=2)=[N:3][CH:4]=1, predict the reactants needed to synthesize it. The reactants are: Cl[C:2]1[N:7]=[C:6]([NH:8][CH:9]2[CH2:14][CH2:13][N:12]([C:15]3[CH:22]=[CH:21][C:18]([C:19]#[N:20])=[CH:17][N:16]=3)[CH2:11][CH2:10]2)[C:5]([Cl:23])=[CH:4][N:3]=1.Cl.[CH3:25][N:26]1[CH:30]=[C:29]([NH2:31])[C:28]([CH3:32])=[N:27]1.CCN(C(C)C)C(C)C. (5) Given the product [CH3:17][C:16](=[N:2][NH:1][C:3]1[CH:8]=[CH:7][NH:6][C:5](=[O:9])[CH:4]=1)[CH2:15][CH2:14][C:13]1[CH:19]=[CH:20][CH:21]=[C:11]([F:10])[CH:12]=1, predict the reactants needed to synthesize it. The reactants are: [NH:1]([C:3]1[CH:8]=[CH:7][NH:6][C:5](=[O:9])[CH:4]=1)[NH2:2].[F:10][C:11]1[CH:12]=[C:13]([CH:19]=[CH:20][CH:21]=1)[CH2:14][CH2:15][C:16](=O)[CH3:17].